This data is from Retrosynthesis with 50K atom-mapped reactions and 10 reaction types from USPTO. The task is: Predict the reactants needed to synthesize the given product. (1) Given the product CCCN1CCC(c2cccc(S(=O)(=O)C(F)(F)F)c2F)CC1, predict the reactants needed to synthesize it. The reactants are: CCCI.O=S(=O)(c1cccc(C2CCNCC2)c1F)C(F)(F)F. (2) Given the product COC(=O)C1=C(CN2CCOC[C@@H]2CO)NC(c2nccs2)=NC1c1ccc(F)cc1Br, predict the reactants needed to synthesize it. The reactants are: COC(=O)C1=C(CBr)NC(c2nccs2)=NC1c1ccc(F)cc1Br.OC[C@H]1COCCN1. (3) Given the product Nc1ccc(N2CCN(C(=O)c3ccccc3C(F)(F)F)CC2)nc1, predict the reactants needed to synthesize it. The reactants are: O=C(c1ccccc1C(F)(F)F)N1CCN(c2ccc([N+](=O)[O-])cn2)CC1. (4) Given the product CN(C)C[C@H](Cc1ccccc1)Nc1ncc(Cl)n(CC(=O)O)c1=O, predict the reactants needed to synthesize it. The reactants are: CCOC(=O)Cn1c(Cl)cnc(N[C@@H](Cc2ccccc2)CN(C)C)c1=O. (5) Given the product O=C(c1nc2c(s1)CCOc1cc(-c3cn[nH]c3)ccc1-2)N1CCC(C(=O)N2CCCC2)CC1, predict the reactants needed to synthesize it. The reactants are: O=C(C1CCNCC1)N1CCCC1.O=C(O)c1nc2c(s1)CCOc1cc(-c3cn[nH]c3)ccc1-2. (6) Given the product CC(C)(C)OC(=O)CNC1CCC1, predict the reactants needed to synthesize it. The reactants are: CC(C)(C)OC(=O)CBr.NC1CCC1.